Dataset: Forward reaction prediction with 1.9M reactions from USPTO patents (1976-2016). Task: Predict the product of the given reaction. The product is: [CH3:33][N:34]([CH3:35])[C:28]([C:26]1[O:25][N:24]=[C:23]([C:19]2[CH:20]=[CH:21][CH:22]=[C:17]([N:14]3[CH2:13][C@H:12]4[N:8]([CH2:9][CH2:10][CH2:11]4)[C:7]4[N:32]=[C:3]([S:2][CH3:1])[N:4]=[CH:5][C:6]=4[C:15]3=[O:16])[CH:18]=2)[N:27]=1)=[O:29]. Given the reactants [CH3:1][S:2][C:3]1[N:4]=[CH:5][C:6]2[C:15](=[O:16])[N:14]([C:17]3[CH:18]=[C:19]([C:23]4[N:27]=[C:26]([C:28](OC)=[O:29])[O:25][N:24]=4)[CH:20]=[CH:21][CH:22]=3)[CH2:13][C@H:12]3[N:8]([CH2:9][CH2:10][CH2:11]3)[C:7]=2[N:32]=1.[CH3:33][NH:34][CH3:35].C1COCC1, predict the reaction product.